Task: Binary Classification. Given a miRNA mature sequence and a target amino acid sequence, predict their likelihood of interaction.. Dataset: Experimentally validated miRNA-target interactions with 360,000+ pairs, plus equal number of negative samples Result: 0 (no interaction). The miRNA is hsa-miR-6777-3p with sequence UCCACUCUCCUGGCCCCCAG. The protein sequence of the target gene is MRPRGAAFAAGPPGDLHLGTAIGFAGAIWRSRSPAMSTLLDIKSSVLRQVQVCPSFRRRTEQDPGSASADPQEPATGAWKPGDGVEFFAHMRLMLKKGEGRQGLPCLEVPLRSGSPAPPEPVDPSLGLRALAPEEVEMLYEEALYTVLYRAGTMGPDQVDDEEALLSYLQQVFGTSLEEHTEAIERVRKAKAPTYALKVSVMRAKNLLAKDPNGFSDPYCMLGILPASDATREPRAQKEQRFGFRKGSKRGGPLPAKCIQVTEVKSSTLNPVWKEHFLFEIEDVSTDQLHLDIWDHDDDV....